This data is from Peptide-MHC class I binding affinity with 185,985 pairs from IEDB/IMGT. The task is: Regression. Given a peptide amino acid sequence and an MHC pseudo amino acid sequence, predict their binding affinity value. This is MHC class I binding data. (1) The peptide sequence is NSDTVDWSW. The MHC is HLA-A02:03 with pseudo-sequence HLA-A02:03. The binding affinity (normalized) is 0.0847. (2) The peptide sequence is NHYLCLNCL. The MHC is HLA-B27:05 with pseudo-sequence HLA-B27:05. The binding affinity (normalized) is 0.0847. (3) The peptide sequence is EETIGEAF. The MHC is Mamu-A11 with pseudo-sequence Mamu-A11. The binding affinity (normalized) is 0.395. (4) The MHC is HLA-B58:01 with pseudo-sequence HLA-B58:01. The peptide sequence is TIPTNIPTL. The binding affinity (normalized) is 0.0847. (5) The peptide sequence is GRLQSLQTY. The MHC is HLA-B08:01 with pseudo-sequence HLA-B08:01. The binding affinity (normalized) is 0.0847. (6) The peptide sequence is IFFFLFNIL. The MHC is HLA-A30:01 with pseudo-sequence HLA-A30:01. The binding affinity (normalized) is 0.480.